From a dataset of Full USPTO retrosynthesis dataset with 1.9M reactions from patents (1976-2016). Predict the reactants needed to synthesize the given product. (1) Given the product [CH:1]1([C:7]2[CH:8]=[CH:9][C:10]([O:34][CH3:35])=[C:11]([C:13]3[N:14]=[C:15]([NH:18][C:19]([CH:21]4[CH2:22][CH2:23][NH:24][CH2:25][CH2:26]4)=[O:20])[S:16][CH:17]=3)[CH:12]=2)[CH2:2][CH2:3][CH2:4][CH2:5][CH2:6]1, predict the reactants needed to synthesize it. The reactants are: [CH:1]1([C:7]2[CH:8]=[CH:9][C:10]([O:34][CH3:35])=[C:11]([C:13]3[N:14]=[C:15]([NH:18][C:19]([CH:21]4[CH2:26][CH2:25][N:24](C(OC(C)(C)C)=O)[CH2:23][CH2:22]4)=[O:20])[S:16][CH:17]=3)[CH:12]=2)[CH2:6][CH2:5][CH2:4][CH2:3][CH2:2]1.Cl. (2) Given the product [CH3:1][O:4][C:21]1[CH:22]=[C:23]([N:27]2[C:32](=[O:33])[N:31]([CH2:34][C:35]3[C:40]([F:41])=[CH:39][C:38]([F:42])=[CH:37][C:36]=3[F:43])[C:30]3[CH:44]=[CH:45][CH:46]=[CH:47][C:29]=3[S:28]2(=[O:49])=[O:48])[CH:24]=[N:52][C:20]=1[O:19][CH3:18], predict the reactants needed to synthesize it. The reactants are: [C:1]([O-:4])([O-])=O.[K+].[K+].FC1C=C(F)C=C(F)C=1CBr.[CH3:18][O:19][C:20]1C(C)=[CH:24][C:23]([N:27]2[C:32](=[O:33])[N:31]([CH2:34][C:35]3[C:40]([F:41])=[CH:39][C:38]([F:42])=[CH:37][C:36]=3[F:43])[C:30]3[CH:44]=[CH:45][CH:46]=[CH:47][C:29]=3[S:28]2(=[O:49])=[O:48])=[CH:22][C:21]=1C.C[N:52](C=O)C. (3) Given the product [NH2:1][C:2]1[CH:17]=[C:16]([Cl:18])[CH:15]=[CH:14][C:3]=1[O:4][C:5]1[CH:10]=[CH:9][C:8]([C:11](=[N:20][OH:21])[CH3:12])=[CH:7][CH:6]=1, predict the reactants needed to synthesize it. The reactants are: [NH2:1][C:2]1[CH:17]=[C:16]([Cl:18])[CH:15]=[CH:14][C:3]=1[O:4][C:5]1[CH:10]=[CH:9][C:8]([C:11](=O)[CH3:12])=[CH:7][CH:6]=1.Cl.[NH2:20][OH:21].O. (4) Given the product [Cl:8][C:7]1[C:2]([I:13])=[N:3][CH:4]=[C:5]([C:9]([F:12])([F:11])[F:10])[CH:6]=1, predict the reactants needed to synthesize it. The reactants are: Cl[C:2]1[C:7]([Cl:8])=[CH:6][C:5]([C:9]([F:12])([F:11])[F:10])=[CH:4][N:3]=1.[I-:13].[Na+].C(Cl)(=O)C. (5) Given the product [Br:1][C:2]1[CH:7]=[C:6]2[C:5]([NH:16][C:13](=[O:14])[CH:9]3[CH2:10][CH2:11][CH2:12][N:8]32)=[CH:4][CH:3]=1, predict the reactants needed to synthesize it. The reactants are: [Br:1][C:2]1[CH:3]=[CH:4][C:5]([N+:16]([O-])=O)=[C:6]([N:8]2[CH2:12][CH2:11][CH2:10][CH:9]2[C:13](O)=[O:14])[CH:7]=1.O.O.[Sn](Cl)Cl.[OH-].[Na+].CCOC(C)=O.